Dataset: Catalyst prediction with 721,799 reactions and 888 catalyst types from USPTO. Task: Predict which catalyst facilitates the given reaction. (1) Reactant: [N+](C1C=CC(C([O:10][CH2:11][CH2:12][CH2:13][CH2:14][C@@H:15]([O:21][N+:22]([O-:24])=[O:23])[CH2:16][O:17][N+:18]([O-:20])=[O:19])=O)=CC=1)([O-])=O.[OH-].[Na+]. Product: [N+:18]([O-:20])([O:17][CH2:16][C@H:15]([O:21][N+:22]([O-:24])=[O:23])[CH2:14][CH2:13][CH2:12][CH2:11][OH:10])=[O:19]. The catalyst class is: 242. (2) Reactant: C([O:8][C:9]1[C:14]([CH2:15][N:16]2[CH2:25][CH2:24][C:23]3[C:18](=[C:19]([CH3:30])[C:20]([O:26][CH:27]([CH3:29])[CH3:28])=[CH:21][CH:22]=3)[C:17]2=[O:31])=[C:13]([CH3:32])[CH:12]=[C:11]([CH3:33])[N:10]=1)C1C=CC=CC=1.CCOC(C)=O.CO. Product: [CH3:32][C:13]1[CH:12]=[C:11]([CH3:33])[NH:10][C:9](=[O:8])[C:14]=1[CH2:15][N:16]1[CH2:25][CH2:24][C:23]2[C:18](=[C:19]([CH3:30])[C:20]([O:26][CH:27]([CH3:28])[CH3:29])=[CH:21][CH:22]=2)[C:17]1=[O:31]. The catalyst class is: 43.